Regression. Given a peptide amino acid sequence and an MHC pseudo amino acid sequence, predict their binding affinity value. This is MHC class I binding data. From a dataset of Peptide-MHC class I binding affinity with 185,985 pairs from IEDB/IMGT. (1) The peptide sequence is SLLHESTLK. The MHC is HLA-A25:01 with pseudo-sequence HLA-A25:01. The binding affinity (normalized) is 0.0847. (2) The peptide sequence is IVLPEKDSW. The MHC is HLA-B57:03 with pseudo-sequence HLA-B57:03. The binding affinity (normalized) is 0.631. (3) The peptide sequence is FYPEKSTVI. The MHC is HLA-A11:01 with pseudo-sequence HLA-A11:01. The binding affinity (normalized) is 0.0847. (4) The peptide sequence is RWLPLVSLF. The MHC is HLA-C14:02 with pseudo-sequence HLA-C14:02. The binding affinity (normalized) is 0.446. (5) The peptide sequence is SLYEKSGSV. The MHC is HLA-A02:11 with pseudo-sequence HLA-A02:11. The binding affinity (normalized) is 0.936. (6) The peptide sequence is SWNNHSYLY. The MHC is HLA-A01:01 with pseudo-sequence HLA-A01:01. The binding affinity (normalized) is 0.227.